Dataset: Full USPTO retrosynthesis dataset with 1.9M reactions from patents (1976-2016). Task: Predict the reactants needed to synthesize the given product. (1) Given the product [CH3:10][O:9][C:5]1[CH:6]=[CH:7][CH:8]=[C:3]([O:2][CH3:1])[C:4]=1[O:11][CH2:13][C:14]([O:16][CH2:17][CH3:18])=[O:15], predict the reactants needed to synthesize it. The reactants are: [CH3:1][O:2][C:3]1[CH:8]=[CH:7][CH:6]=[C:5]([O:9][CH3:10])[C:4]=1[OH:11].Br[CH2:13][C:14]([O:16][CH2:17][CH3:18])=[O:15].C([O-])([O-])=O.[K+].[K+]. (2) Given the product [Br:10][C:11]1[N:12]=[C:13]([NH:1][C:2]2[CH:9]=[CH:8][C:5]([C:6]#[N:7])=[CH:4][CH:3]=2)[C:14]2[N:15]([CH:17]=[CH:18][N:19]=2)[CH:16]=1, predict the reactants needed to synthesize it. The reactants are: [NH2:1][C:2]1[CH:9]=[CH:8][C:5]([C:6]#[N:7])=[CH:4][CH:3]=1.[Br:10][C:11]1[N:12]=[C:13](Br)[C:14]2[N:15]([CH:17]=[CH:18][N:19]=2)[CH:16]=1.C(OCC)(=O)C. (3) Given the product [CH2:1]([O:8][C:9]1[CH:14]=[CH:13][CH:12]=[C:11]([Br:15])[C:10]=1[CH2:16][CH2:17][C:21]#[N:22])[C:2]1[CH:3]=[CH:4][CH:5]=[CH:6][CH:7]=1, predict the reactants needed to synthesize it. The reactants are: [CH2:1]([O:8][C:9]1[CH:14]=[CH:13][CH:12]=[C:11]([Br:15])[C:10]=1[CH2:16][CH:17]([C:21]#[N:22])C(O)=O)[C:2]1[CH:7]=[CH:6][CH:5]=[CH:4][CH:3]=1.O. (4) The reactants are: N1C=CC=[CH:3][C:2]=1[CH2:7][S@@:8]([C:10]([CH3:13])([CH3:12])[CH3:11])=[O:9].N1C=CC=C[C:15]=1C[Li]. Given the product [CH2:7]([S@:8]([C:10]([CH3:11])([CH3:12])[CH3:13])=[O:9])[CH:2]([CH3:3])[CH3:15], predict the reactants needed to synthesize it. (5) Given the product [C:28]([C:26]1[CH:25]=[CH:24][C:23]2[C:19]([N:16]3[CH2:17][CH2:18][N:13]([CH2:12][CH2:11][C@H:10]4[C:5]5[CH:4]=[CH:3][C:2]([N:32]6[CH2:36][CH2:35][NH:34][C:33]6=[O:37])=[CH:31][C:6]=5[CH2:7][CH2:8][O:9]4)[C@H:14]([CH3:30])[CH2:15]3)=[CH:20][S:21][C:22]=2[CH:27]=1)#[N:29], predict the reactants needed to synthesize it. The reactants are: Br[C:2]1[CH:3]=[CH:4][C:5]2[C@H:10]([CH2:11][CH2:12][N:13]3[CH2:18][CH2:17][N:16]([C:19]4[C:23]5[CH:24]=[CH:25][C:26]([C:28]#[N:29])=[CH:27][C:22]=5[S:21][CH:20]=4)[CH2:15][C@H:14]3[CH3:30])[O:9][CH2:8][CH2:7][C:6]=2[CH:31]=1.[NH:32]1[CH2:36][CH2:35][NH:34][C:33]1=[O:37].C1(P(C2C=CC=CC=2)C2C=CC3C(=CC=CC=3)C=2C2C3C(=CC=CC=3)C=CC=2P(C2C=CC=CC=2)C2C=CC=CC=2)C=CC=CC=1.C(=O)([O-])[O-].[Cs+].[Cs+].